This data is from Full USPTO retrosynthesis dataset with 1.9M reactions from patents (1976-2016). The task is: Predict the reactants needed to synthesize the given product. (1) Given the product [NH2:14][C@@H:11]([CH2:12][CH3:13])[C:9]([NH:8][CH2:7][C:6]1[CH:22]=[C:2]([Cl:1])[CH:3]=[CH:4][C:5]=1[N:23]1[CH:27]=[N:26][N:25]=[N:24]1)=[O:10], predict the reactants needed to synthesize it. The reactants are: [Cl:1][C:2]1[CH:3]=[CH:4][C:5]([N:23]2[CH:27]=[N:26][N:25]=[N:24]2)=[C:6]([CH:22]=1)[CH2:7][NH:8][C:9]([C@@H:11]([NH:14]C(=O)OC(C)(C)C)[CH2:12][CH3:13])=[O:10].Cl.CO.Cl.O1CCOCC1. (2) Given the product [C:49]([O:52][P:69]([C:66]([F:67])([F:68])[C:60]1[CH:59]=[CH:58][C:63]([CH2:64]/[C:11](/[C:12]2[CH:17]=[CH:16][CH:15]=[CH:14][CH:13]=2)=[CH:10]\[CH2:9][CH:8]([C:18]2[CH:19]=[C:20]([CH:25]=[CH:26][CH:27]=2)[C:21]([O:23][CH3:24])=[O:22])[C:6](=[O:7])[C:5]2[CH:4]=[CH:3][C:2]([F:1])=[CH:29][CH:28]=2)=[CH:62][CH:61]=1)([O:71][C:77]([CH3:78])([CH3:81])[CH3:30])=[O:72])([CH3:51])([CH3:50])[CH3:48], predict the reactants needed to synthesize it. The reactants are: [F:1][C:2]1[CH:29]=[CH:28][C:5]([C:6]([CH:8]([C:18]2[CH:19]=[C:20]([CH:25]=[CH:26][CH:27]=2)[C:21]([O:23][CH3:24])=[O:22])[CH2:9]/[CH:10]=[CH:11]/[C:12]2[CH:17]=[CH:16][CH:15]=[CH:14][CH:13]=2)=[O:7])=[CH:4][CH:3]=1.[CH2:30]1OCCOCCOCCOCCOCCOC1.[CH3:48][C:49]([O-:52])([CH3:51])[CH3:50].[K+].C([C:58]1[C:59](C(C)(C)C)=[C:60]([C:66]([P:69](=[O:72])([O-:71])[O-])([F:68])[F:67])[CH:61]=[CH:62][C:63]=1[CH2:64]Br)(C)(C)C.[CH2:77]1[CH2:81]OC[CH2:78]1. (3) Given the product [C:23]([C:25]1[CH:30]=[C:29]([C:2]2[CH:3]=[C:4]([CH:20]([CH3:21])[CH3:22])[CH:5]=[C:6]3[C:10]=2[NH:9][C:8]2[C:11]([CH2:17][CH2:18][OH:19])([CH2:15][CH3:16])[O:12][CH2:13][CH2:14][C:7]3=2)[CH:28]=[CH:27][CH:26]=1)#[N:24], predict the reactants needed to synthesize it. The reactants are: Br[C:2]1[CH:3]=[C:4]([CH:20]([CH3:22])[CH3:21])[CH:5]=[C:6]2[C:10]=1[NH:9][C:8]1[C:11]([CH2:17][CH2:18][OH:19])([CH2:15][CH3:16])[O:12][CH2:13][CH2:14][C:7]2=1.[C:23]([C:25]1[CH:26]=[C:27](B(O)O)[CH:28]=[CH:29][CH:30]=1)#[N:24]. (4) Given the product [F:28][C:29]([F:42])([F:41])[S:30]([O:20][C:12]1[C:13]([C:14]2[CH:19]=[CH:18][CH:17]=[CH:16][CH:15]=2)=[C:5]2[N:4]=[C:3]([CH2:1][CH3:2])[CH:8]=[C:7]([CH2:9][CH3:10])[N:6]2[N:11]=1)(=[O:32])=[O:31], predict the reactants needed to synthesize it. The reactants are: [CH2:1]([C:3]1[CH:8]=[C:7]([CH2:9][CH3:10])[N:6]2[N:11]=[C:12]([OH:20])[C:13]([C:14]3[CH:19]=[CH:18][CH:17]=[CH:16][CH:15]=3)=[C:5]2[N:4]=1)[CH3:2].C(N(CC)CC)C.[F:28][C:29]([F:42])([F:41])[S:30](O[S:30]([C:29]([F:42])([F:41])[F:28])(=[O:32])=[O:31])(=[O:32])=[O:31].O. (5) The reactants are: C([N:8]1[CH2:12][C@@H:11]([C:13]2[CH:18]=[CH:17][C:16]([F:19])=[CH:15][C:14]=2[F:20])[C@H:10]([C:21]([O:23][CH3:24])=[O:22])[CH2:9]1)C1C=CC=CC=1.[H][H]. Given the product [F:20][C:14]1[CH:15]=[C:16]([F:19])[CH:17]=[CH:18][C:13]=1[C@@H:11]1[CH2:12][NH:8][CH2:9][C@H:10]1[C:21]([O:23][CH3:24])=[O:22], predict the reactants needed to synthesize it. (6) Given the product [F:13][C:14]([F:21])([F:20])[O:15][CH:16]1[CH2:19][N:18]([C:2]2[N:7]=[CH:6][N:5]=[C:4]([C:8]([O:10][CH3:11])=[O:9])[CH:3]=2)[CH2:17]1, predict the reactants needed to synthesize it. The reactants are: Cl[C:2]1[N:7]=[CH:6][N:5]=[C:4]([C:8]([O:10][CH3:11])=[O:9])[CH:3]=1.Cl.[F:13][C:14]([F:21])([F:20])[O:15][CH:16]1[CH2:19][NH:18][CH2:17]1.CS(C)=O.